Dataset: Catalyst prediction with 721,799 reactions and 888 catalyst types from USPTO. Task: Predict which catalyst facilitates the given reaction. (1) Reactant: [O:1]([C:8]1[N:13]=[C:12]([NH2:14])[C:11]([NH2:15])=[CH:10][CH:9]=1)[C:2]1[CH:7]=[CH:6][CH:5]=[CH:4][CH:3]=1.[CH3:16][O:17][C:18]1[CH:19]=[C:20]([CH:24]=[CH:25][CH:26]=1)[C:21](O)=O.[OH-].[Na+]. Product: [O:1]([C:8]1[N:13]=[C:12]2[N:14]=[C:21]([C:20]3[CH:24]=[CH:25][CH:26]=[C:18]([O:17][CH3:16])[CH:19]=3)[NH:15][C:11]2=[CH:10][CH:9]=1)[C:2]1[CH:3]=[CH:4][CH:5]=[CH:6][CH:7]=1. The catalyst class is: 286. (2) Reactant: [CH2:1]([C:8]1[C:16]2[C:11](=[CH:12][CH:13]=[C:14]([Br:17])[CH:15]=2)[NH:10][C:9]=1[CH3:18])[C:2]1[CH:7]=[CH:6][CH:5]=[CH:4][CH:3]=1.[CH3:19]I. Product: [CH2:1]([C:8]1[C:16]2[C:11](=[CH:12][CH:13]=[C:14]([Br:17])[CH:15]=2)[N:10]([CH3:19])[C:9]=1[CH3:18])[C:2]1[CH:3]=[CH:4][CH:5]=[CH:6][CH:7]=1. The catalyst class is: 3. (3) Reactant: [Br:1][C:2]1[N:7]=[CH:6][C:5]([CH2:8][C@@H:9]([C:11]([O:13][C:14]([CH3:17])([CH3:16])[CH3:15])=[O:12])[NH2:10])=[CH:4][CH:3]=1.[CH2:18]([O:25][C:26](Cl)=[O:27])[C:19]1[CH:24]=[CH:23][CH:22]=[CH:21][CH:20]=1. Product: [CH2:18]([O:25][C:26]([NH:10][C@H:9]([C:11]([O:13][C:14]([CH3:17])([CH3:16])[CH3:15])=[O:12])[CH2:8][C:5]1[CH:6]=[N:7][C:2]([Br:1])=[CH:3][CH:4]=1)=[O:27])[C:19]1[CH:24]=[CH:23][CH:22]=[CH:21][CH:20]=1. The catalyst class is: 3. (4) Reactant: N[C:2]([CH3:6])([CH3:5])[CH2:3]O.[N+:7]([C:10]1[CH:11]=[C:12]([S:16](Cl)(=[O:18])=[O:17])[CH:13]=[CH:14][CH:15]=1)([O-:9])=[O:8].C([N:22](CC)CC)C.O. Product: [N+:7]([C:10]1[CH:11]=[C:12]([S:16]([NH:22][CH2:3][CH:2]2[CH2:6][CH2:5]2)(=[O:18])=[O:17])[CH:13]=[CH:14][CH:15]=1)([O-:9])=[O:8]. The catalyst class is: 12.